Dataset: Forward reaction prediction with 1.9M reactions from USPTO patents (1976-2016). Task: Predict the product of the given reaction. Given the reactants Cl[C:2]1[C:11]2[C:6](=[CH:7][CH:8]=[CH:9][CH:10]=2)[N:5]=[CH:4][CH:3]=1.C(C1(CC)C(CC)(CC)OB([C:23]2[CH:24]=[N:25][NH:26][CH:27]=2)O1)C.C([O-])([O-])=O.[Na+].[Na+].C(O)C, predict the reaction product. The product is: [NH:25]1[CH:24]=[C:23]([C:2]2[C:11]3[C:6](=[CH:7][CH:8]=[CH:9][CH:10]=3)[N:5]=[CH:4][CH:3]=2)[CH:27]=[N:26]1.